This data is from Full USPTO retrosynthesis dataset with 1.9M reactions from patents (1976-2016). The task is: Predict the reactants needed to synthesize the given product. (1) Given the product [C:1]1([C:7]2[C:8]3[CH:18]=[CH:17][CH:16]=[CH:15][C:9]=3[N:10]=[C:11]([NH:21][CH2:22][CH2:23][CH2:24][N:25]3[CH2:30][CH2:29][CH:28]([C:31]4[CH:32]=[C:33]([NH:37][C:38](=[O:40])[CH3:39])[CH:34]=[CH:35][CH:36]=4)[CH2:27][CH2:26]3)[CH2:12][N:13]=2)[CH:6]=[CH:5][CH:4]=[CH:3][CH:2]=1, predict the reactants needed to synthesize it. The reactants are: [C:1]1([C:7]2[C:8]3[CH:18]=[CH:17][CH:16]=[CH:15][C:9]=3[NH:10][C:11](=O)[CH2:12][N:13]=2)[CH:6]=[CH:5][CH:4]=[CH:3][CH:2]=1.[H-].[Na+].[NH2:21][CH2:22][CH2:23][CH2:24][N:25]1[CH2:30][CH2:29][CH:28]([C:31]2[CH:32]=[C:33]([NH:37][C:38](=[O:40])[CH3:39])[CH:34]=[CH:35][CH:36]=2)[CH2:27][CH2:26]1. (2) Given the product [C:1]([N:4]1[CH:10]([CH3:11])[CH2:9][C:8]2[CH:12]=[CH:13][C:14]([O:16][CH3:17])=[CH:15][C:7]=2[C:6]([C:19]2[CH:24]=[CH:23][C:22]([NH2:25])=[C:21]([CH3:28])[CH:20]=2)=[N:5]1)(=[O:3])[CH3:2], predict the reactants needed to synthesize it. The reactants are: [C:1]([N:4]1[CH:10]([CH3:11])[CH2:9][C:8]2[CH:12]=[C:13](Br)[C:14]([O:16][CH3:17])=[CH:15][C:7]=2[C:6]([C:19]2[CH:24]=[CH:23][C:22]([N+:25]([O-])=O)=[C:21]([CH3:28])[CH:20]=2)=[N:5]1)(=[O:3])[CH3:2].C(=O)([O-])[O-].[K+].[K+].O.NN. (3) Given the product [C:14]([O:13][C:11]([NH:10][C:7]([CH3:9])([CH3:8])[C@H:2]([NH:1][C:37](=[O:38])[C:36]1[CH:35]=[CH:34][C:33]([C:32]#[C:31][C:30]#[C:29][C@H:28]([OH:27])[CH2:42][OH:43])=[CH:41][CH:40]=1)[C:3]([O:5][CH3:6])=[O:4])=[O:12])([CH3:17])([CH3:16])[CH3:15], predict the reactants needed to synthesize it. The reactants are: [NH2:1][C@@H:2]([C:7]([NH:10][C:11]([O:13][C:14]([CH3:17])([CH3:16])[CH3:15])=[O:12])([CH3:9])[CH3:8])[C:3]([O:5][CH3:6])=[O:4].CCN(C(C)C)C(C)C.[OH:27][C@H:28]([CH2:42][OH:43])[C:29]#[C:30][C:31]#[C:32][C:33]1[CH:41]=[CH:40][C:36]([C:37](O)=[O:38])=[CH:35][CH:34]=1.CN(C(ON1N=NC2C=CC=NC1=2)=[N+](C)C)C.F[P-](F)(F)(F)(F)F. (4) Given the product [CH3:20][SiH:19]([CH3:21])[CH2:2][CH2:3][CH2:4][CH2:5][C-:6]1[CH:10]=[CH:9][CH:8]=[CH:7]1.[CH-:11]1[CH:15]=[CH:14][CH:13]=[CH:12]1.[Fe+2:16], predict the reactants needed to synthesize it. The reactants are: Cl[CH2:2][CH2:3][CH2:4][CH2:5][C-:6]1[CH:10]=[CH:9][CH:8]=[CH:7]1.[CH-:11]1[CH:15]=[CH:14][CH:13]=[CH:12]1.[Fe+2:16].[Mg].Cl[SiH:19]([CH3:21])[CH3:20]. (5) Given the product [F:8][C:4]1[CH:5]=[CH:6][CH:7]=[C:2]([F:1])[C:3]=1[C:9]1[O:15][C:14]([NH:16][C:17]2[CH:22]=[CH:21][CH:20]=[CH:19][CH:18]=2)=[C:12]([C:11]([O:23][CH2:24][CH3:25])=[O:10])[N:13]=1, predict the reactants needed to synthesize it. The reactants are: [F:1][C:2]1[CH:7]=[CH:6][CH:5]=[C:4]([F:8])[C:3]=1[C:9]1[O:10][C:11]([O:23][CH2:24][CH3:25])=[C:12]([C:14]([NH:16][C:17]2[CH:22]=[CH:21][CH:20]=[CH:19][CH:18]=2)=[O:15])[N:13]=1. (6) The reactants are: C(OC([N:8]1[CH2:13][CH2:12][N:11]([C:14]2[CH:19]=[CH:18][C:17]([CH3:20])=[CH:16][C:15]=2[CH:21]2[CH2:23][CH2:22]2)[CH2:10][CH2:9]1)=O)(C)(C)C.[ClH:24].C(OCC)(=O)C. Given the product [ClH:24].[CH:21]1([C:15]2[CH:16]=[C:17]([CH3:20])[CH:18]=[CH:19][C:14]=2[N:11]2[CH2:12][CH2:13][NH:8][CH2:9][CH2:10]2)[CH2:22][CH2:23]1, predict the reactants needed to synthesize it. (7) Given the product [Cl:1][C:2]1[N:7]=[C:6]([NH:8][CH2:9][CH:10]=[CH2:11])[C:5]([NH2:12])=[CH:4][CH:3]=1, predict the reactants needed to synthesize it. The reactants are: [Cl:1][C:2]1[N:7]=[C:6]([NH:8][CH2:9][CH:10]=[CH2:11])[C:5]([N+:12]([O-])=O)=[CH:4][CH:3]=1.Cl.[Sn](Cl)Cl.